Dataset: Peptide-MHC class I binding affinity with 185,985 pairs from IEDB/IMGT. Task: Regression. Given a peptide amino acid sequence and an MHC pseudo amino acid sequence, predict their binding affinity value. This is MHC class I binding data. The peptide sequence is SLVIVTTFV. The MHC is HLA-A02:01 with pseudo-sequence HLA-A02:01. The binding affinity (normalized) is 0.738.